Task: Predict the reaction yield, written as a fraction of the theoretical maximum amount of product (1.0 means a 100% yield; for example, 0.34 means a 34% yield).. Dataset: Reaction yield outcomes from USPTO patents with 853,638 reactions (1) The reactants are [Cl:1][C:2]1[CH:7]=[C:6]([O:8][C:9]2[C:18]3[C:13](=[CH:14][C:15]([OH:21])=[C:16]([O:19][CH3:20])[CH:17]=3)[N:12]=[CH:11][CH:10]=2)[CH:5]=[CH:4][C:3]=1[NH:22][C:23]([NH:25][C:26]1[CH:31]=[CH:30][C:29]([F:32])=[CH:28][C:27]=1[F:33])=[O:24].C(=O)([O-])[O-].[K+].[K+].CC1C=CC(S(O[CH2:51][CH2:52][N:53]2[CH:57]=[CH:56][N:55]=[N:54]2)(=O)=O)=CC=1. The catalyst is CN(C)C=O. The product is [Cl:1][C:2]1[CH:7]=[C:6]([O:8][C:9]2[C:18]3[C:13](=[CH:14][C:15]([O:21][CH2:51][CH2:52][N:53]4[CH:57]=[CH:56][N:55]=[N:54]4)=[C:16]([O:19][CH3:20])[CH:17]=3)[N:12]=[CH:11][CH:10]=2)[CH:5]=[CH:4][C:3]=1[NH:22][C:23]([NH:25][C:26]1[CH:31]=[CH:30][C:29]([F:32])=[CH:28][C:27]=1[F:33])=[O:24]. The yield is 0.720. (2) The reactants are [CH3:1][C:2]1[CH:7]=[C:6]([B:8]2[O:12][C:11]([CH3:14])([CH3:13])[C:10]([CH3:16])([CH3:15])[O:9]2)[CH:5]=[CH:4][C:3]=1[OH:17].C([O-])([O-])=O.[Cs+].[Cs+].[CH2:24]([O:26][C:27](=[O:32])[CH2:28][CH2:29][CH2:30]Br)[CH3:25]. The yield is 0.790. The product is [CH2:24]([O:26][C:27](=[O:32])[CH2:28][CH2:29][CH2:30][O:17][C:3]1[CH:4]=[CH:5][C:6]([B:8]2[O:12][C:11]([CH3:13])([CH3:14])[C:10]([CH3:16])([CH3:15])[O:9]2)=[CH:7][C:2]=1[CH3:1])[CH3:25]. The catalyst is CN(C=O)C. (3) The reactants are [NH2:1][C:2]1[CH:24]=[CH:23][C:5]([O:6][C:7]2[CH:12]=[CH:11][N:10]=[C:9]3[CH:13]=[C:14]([C:16]([N:18]4[CH2:22][CH2:21][CH2:20][CH2:19]4)=[O:17])[S:15][C:8]=23)=[C:4]([F:25])[CH:3]=1.[C:26]1([CH2:32][C:33]([N:35]=[C:36]=[O:37])=[O:34])[CH:31]=[CH:30][CH:29]=[CH:28][CH:27]=1.[ClH:38]. The catalyst is CO. The product is [ClH:38].[F:25][C:4]1[CH:3]=[C:2]([NH:1][C:36]([NH:35][C:33](=[O:34])[CH2:32][C:26]2[CH:27]=[CH:28][CH:29]=[CH:30][CH:31]=2)=[O:37])[CH:24]=[CH:23][C:5]=1[O:6][C:7]1[CH:12]=[CH:11][N:10]=[C:9]2[CH:13]=[C:14]([C:16]([N:18]3[CH2:19][CH2:20][CH2:21][CH2:22]3)=[O:17])[S:15][C:8]=12. The yield is 0.330. (4) The reactants are [CH2:1]([O:8][N:9]1[C:12]2([CH:17]=[CH:16][C:15](=[O:18])[CH:14]([OH:19])[CH:13]2[OH:20])[CH2:11][C:10]1=[O:21])[C:2]1[CH:7]=[CH:6][CH:5]=[CH:4][CH:3]=1.C[Si:23]([C:26]#N)([CH3:25])[CH3:24].C1N2C[CH2:35][N:30](CC2)C1. The catalyst is O. The product is [CH2:1]([O:8][N:9]1[C:12]2([CH:17]=[CH:16][C:15]([C:35]#[N:30])([O:18][Si:23]([CH3:26])([CH3:25])[CH3:24])[CH:14]([O:19][Si:23]([CH3:26])([CH3:25])[CH3:24])[CH:13]2[O:20][Si:23]([CH3:24])([CH3:25])[CH3:26])[CH2:11][C:10]1=[O:21])[C:2]1[CH:7]=[CH:6][CH:5]=[CH:4][CH:3]=1. The yield is 0.620.